Dataset: Catalyst prediction with 721,799 reactions and 888 catalyst types from USPTO. Task: Predict which catalyst facilitates the given reaction. (1) Reactant: Cl[C:2]1[C:7]([C:8]([OH:10])=[O:9])=[CH:6][CH:5]=[C:4]([C:11]2[CH:16]=[C:15]([O:17][CH2:18][CH:19]([CH3:21])[CH3:20])[CH:14]=[C:13]([F:22])[CH:12]=2)[N:3]=1.B(O)(O)[C:24]1[CH:25]=[CH:26][C:27]([CH3:30])=[CH:28][CH:29]=1.C([O-])([O-])=O.[K+].[K+].Cl. Product: [F:22][C:13]1[CH:12]=[C:11]([C:4]2[N:3]=[C:2]([C:24]3[CH:29]=[CH:28][C:27]([CH3:30])=[CH:26][CH:25]=3)[C:7]([C:8]([OH:10])=[O:9])=[CH:6][CH:5]=2)[CH:16]=[C:15]([O:17][CH2:18][CH:19]([CH3:21])[CH3:20])[CH:14]=1. The catalyst class is: 339. (2) Reactant: [C:1]([NH:8][C@@H:9]([C:19]([OH:21])=O)[CH2:10][O:11][CH2:12][C:13]1[CH:18]=[CH:17][CH:16]=[CH:15][CH:14]=1)([O:3][C:4]([CH3:7])([CH3:6])[CH3:5])=[O:2].C1C=C2[N:28]=NN(O)C2=CC=1.O.C(Cl)CCl.[NH4+].[OH-]. Product: [NH2:28][C:19](=[O:21])[C@H:9]([NH:8][C:1](=[O:2])[O:3][C:4]([CH3:7])([CH3:6])[CH3:5])[CH2:10][O:11][CH2:12][C:13]1[CH:18]=[CH:17][CH:16]=[CH:15][CH:14]=1. The catalyst class is: 173.